From a dataset of Full USPTO retrosynthesis dataset with 1.9M reactions from patents (1976-2016). Predict the reactants needed to synthesize the given product. (1) Given the product [CH2:4]([N:11]1[C:19]2[C:14](=[CH:15][CH:16]=[CH:17][CH:18]=2)[C:13]([CH2:20][CH2:21][CH2:22][CH2:23][CH3:24])=[C:12]1[C:25]1[CH:26]=[C:27]2[C:32](=[CH:33][CH:34]=1)[CH:31]=[C:30]([OH:35])[CH:29]=[CH:28]2)[C:5]1[CH:6]=[CH:7][CH:8]=[CH:9][CH:10]=1, predict the reactants needed to synthesize it. The reactants are: COC.[CH2:4]([N:11]1[C:19]2[C:14](=[CH:15][CH:16]=[CH:17][CH:18]=2)[C:13]([CH2:20][CH2:21][CH2:22][CH2:23][CH3:24])=[C:12]1[C:25]1[CH:34]=[CH:33][C:32]2[C:27](=[CH:28][CH:29]=[C:30]([O:35]C)[CH:31]=2)[CH:26]=1)[C:5]1[CH:10]=[CH:9][CH:8]=[CH:7][CH:6]=1.B(Br)(Br)Br. (2) Given the product [CH3:17][NH:18][C:19]([C:21]1[C:29]2[C:24](=[CH:25][C:26]([O:30][C:2]3[CH:7]=[CH:6][N:5]=[C:4]4[CH:8]=[C:9]([C:11]5[N:12]([CH3:16])[CH:13]=[CH:14][N:15]=5)[S:10][C:3]=34)=[CH:27][CH:28]=2)[N:23]([CH3:31])[C:22]=1[C:32]([F:35])([F:33])[F:34])=[O:20], predict the reactants needed to synthesize it. The reactants are: Cl[C:2]1[CH:7]=[CH:6][N:5]=[C:4]2[CH:8]=[C:9]([C:11]3[N:12]([CH3:16])[CH:13]=[CH:14][N:15]=3)[S:10][C:3]=12.[CH3:17][NH:18][C:19]([C:21]1[C:29]2[C:24](=[CH:25][C:26]([OH:30])=[CH:27][CH:28]=2)[N:23]([CH3:31])[C:22]=1[C:32]([F:35])([F:34])[F:33])=[O:20].C([O-])([O-])=O.[Cs+].[Cs+]. (3) Given the product [NH2:6][C:5]1[CH:7]=[CH:8][C:2]([F:1])=[C:3]([OH:9])[CH:4]=1, predict the reactants needed to synthesize it. The reactants are: [F:1][C:2]1[CH:8]=[CH:7][C:5]([NH2:6])=[CH:4][C:3]=1[O:9]C.B(Br)(Br)Br.CO. (4) Given the product [Cl:1][C:2]1[C:7]([Cl:8])=[CH:6][CH:5]=[CH:4][C:3]=1[C@H:9]([NH:11][C:41]([C:37]1[CH:36]=[C:35]2[C:40](=[CH:39][CH:38]=1)[N:32]([CH2:31][C:28]1[CH:27]=[CH:26][C:25]([C:20]3[C:19]([C:17]([OH:18])=[O:16])=[CH:24][CH:23]=[CH:22][CH:21]=3)=[CH:30][CH:29]=1)[C:33]([CH3:45])=[C:34]2[CH3:44])=[O:42])[CH3:10], predict the reactants needed to synthesize it. The reactants are: [Cl:1][C:2]1[C:7]([Cl:8])=[CH:6][CH:5]=[CH:4][C:3]=1[C@H:9]([NH2:11])[CH3:10].C([O:16][C:17]([C:19]1[CH:24]=[CH:23][CH:22]=[CH:21][C:20]=1[C:25]1[CH:30]=[CH:29][C:28]([CH2:31][N:32]2[C:40]3[C:35](=[CH:36][C:37]([C:41](O)=[O:42])=[CH:38][CH:39]=3)[C:34]([CH3:44])=[C:33]2[CH3:45])=[CH:27][CH:26]=1)=[O:18])(C)(C)C. (5) Given the product [F:22][C:11]1[CH:12]=[N:13][C:14]2[C:19]([C:10]=1[CH2:9][CH2:8][N:6]1[CH2:5][CH2:4][C@@H:3]([CH2:2][NH:1][C:44]([C:42]3[CH:41]=[CH:40][C:37]4[S:38][CH2:39][C:34](=[O:33])[NH:35][C:36]=4[N:43]=3)=[O:45])[CH2:7]1)=[N:18][C:17]([O:20][CH3:21])=[CH:16][CH:15]=2, predict the reactants needed to synthesize it. The reactants are: [NH2:1][CH2:2][C@H:3]1[CH2:7][N:6]([CH2:8][CH2:9][C:10]2[C:19]3[C:14](=[CH:15][CH:16]=[C:17]([O:20][CH3:21])[N:18]=3)[N:13]=[CH:12][C:11]=2[F:22])[CH2:5][C@H:4]1O.C(N(C(C)C)CC)(C)C.[O:33]=[C:34]1[CH2:39][S:38][C:37]2[CH:40]=[CH:41][C:42]([C:44](O)=[O:45])=[N:43][C:36]=2[NH:35]1.O.OC1C2N=NNC=2C=CC=1.C(Cl)CCl. (6) Given the product [O:13]1[CH2:14][CH:11]([N:9]2[CH:10]=[C:6]([C:4]([OH:5])=[O:3])[CH:7]=[N:8]2)[CH2:12]1, predict the reactants needed to synthesize it. The reactants are: C([O:3][C:4]([C:6]1[CH:7]=[N:8][N:9]([CH:11]2[CH2:14][O:13][CH2:12]2)[CH:10]=1)=[O:5])C.[Li+].[OH-].